Predict the product of the given reaction. From a dataset of Forward reaction prediction with 1.9M reactions from USPTO patents (1976-2016). (1) Given the reactants [Cl:1][C:2]1[CH:3]=[C:4]2[C:12](=[C:13]([NH:15][C:16]([CH:18]3[N:23]([CH2:24][C:25](O)=[O:26])[CH2:22][C:21]([CH3:29])([CH3:28])[O:20][CH2:19]3)=[O:17])[CH:14]=1)[NH:11][C:10]1[CH:9]=[N:8][CH:7]=[CH:6][C:5]2=1.ON1[CH2:36][CH2:35][NH:34][CH2:33][CH2:32]1.[C:37]([O-])(=[O:39])C.[NH4+], predict the reaction product. The product is: [Cl:1][C:2]1[CH:3]=[C:4]2[C:12](=[C:13]([NH:15][C:16]([CH:18]3[CH2:19][O:20][C:21]([CH3:28])([CH3:29])[CH2:22][N:23]3[CH2:24][C:25]([N:34]3[CH2:35][CH2:36][CH:37]([OH:39])[CH2:32][CH2:33]3)=[O:26])=[O:17])[CH:14]=1)[NH:11][C:10]1[CH:9]=[N:8][CH:7]=[CH:6][C:5]2=1. (2) The product is: [I:11][C:8]1[CH:9]=[C:10]2[C:5](=[CH:6][CH:7]=1)[NH:4][C:3]([C:12]([O:14][CH2:15][CH3:16])=[O:13])=[CH:2]2. Given the reactants I[C:2]1[C:10]2[C:5](=[CH:6][CH:7]=[C:8]([I:11])[CH:9]=2)[NH:4][C:3]=1[C:12]([O:14][CH2:15][CH3:16])=[O:13].Cl.O, predict the reaction product. (3) Given the reactants CS(O[CH2:6][CH2:7][O:8][C:9]1[CH:14]=[CH:13][C:12]([C:15]#[C:16][C:17]2[CH:22]=[CH:21][C:20]([C:23]3[CH:28]=[CH:27][C:26]([Cl:29])=[CH:25][CH:24]=3)=[CH:19][N:18]=2)=[CH:11][C:10]=1[CH3:30])(=O)=O.[NH:31]1[CH2:35][CH:34]=[CH:33][CH2:32]1, predict the reaction product. The product is: [Cl:29][C:26]1[CH:27]=[CH:28][C:23]([C:20]2[CH:21]=[CH:22][C:17]([C:16]#[C:15][C:12]3[CH:13]=[CH:14][C:9]([O:8][CH2:7][CH2:6][N:31]4[CH2:35][CH:34]=[CH:33][CH2:32]4)=[C:10]([CH3:30])[CH:11]=3)=[N:18][CH:19]=2)=[CH:24][CH:25]=1.